The task is: Predict the product of the given reaction.. This data is from Forward reaction prediction with 1.9M reactions from USPTO patents (1976-2016). (1) The product is: [Cl:1][C:2]1[CH:3]=[CH:4][C:5]2[C:6](=[O:16])[C:17](=[O:20])[C:18]3[C:13]([C:14]=2[CH:15]=1)=[CH:12][CH:11]=[CH:10][CH:9]=3. Given the reactants [Cl:1][C:2]1[CH:3]=[CH:4][C:5]2[CH:6]=CC3[C:13]([C:14]=2[CH:15]=1)=[CH:12][CH:11]=[CH:10][CH:9]=3.[OH2:16].[C:17]([OH:20])(=O)[CH3:18], predict the reaction product. (2) The product is: [F:30][C:31]([F:50])([F:49])[S:32]([O:22][C:19]1[CH:20]=[CH:21][C:16]([C@H:8]([NH:7][C:6]([O:5][C:1]([CH3:4])([CH3:2])[CH3:3])=[O:23])[C:9](=[O:15])[N:10]2[CH2:11][CH2:12][CH2:13][CH2:14]2)=[CH:17][CH:18]=1)(=[O:34])=[O:33]. Given the reactants [C:1]([O:5][C:6](=[O:23])[NH:7][C@@H:8]([C:16]1[CH:21]=[CH:20][C:19]([OH:22])=[CH:18][CH:17]=1)[C:9](=[O:15])[N:10]1[CH2:14][CH2:13][CH2:12][CH2:11]1)([CH3:4])([CH3:3])[CH3:2].C(=O)([O-])[O-].[Cs+].[Cs+].[F:30][C:31]([F:50])([F:49])[S:32](N(C1C=CC=CC=1)[S:32]([C:31]([F:50])([F:49])[F:30])(=[O:34])=[O:33])(=[O:34])=[O:33], predict the reaction product. (3) Given the reactants [Br:1][C:2]1[C:3]([NH:10][C:11]2[CH2:12][N:13]([CH2:17][C:18]3[CH:23]=[CH:22][C:21]([O:24][CH3:25])=[CH:20][CH:19]=3)[C:14](=[O:16])[CH:15]=2)=[C:4]([CH:7]=[CH:8][CH:9]=1)[C:5]#[N:6].[O-]CC.[Na+], predict the reaction product. The product is: [NH2:6][C:5]1[C:4]2[CH:7]=[CH:8][CH:9]=[C:2]([Br:1])[C:3]=2[N:10]=[C:11]2[CH2:12][N:13]([CH2:17][C:18]3[CH:19]=[CH:20][C:21]([O:24][CH3:25])=[CH:22][CH:23]=3)[C:14](=[O:16])[C:15]=12. (4) Given the reactants [F:1][C:2]1[CH:10]=[CH:9]C(C(O)=O)=C[C:3]=1[CH3:11].[CH3:12][N:13]([C:15]([O:19]N1N=NC2C=CC=CC1=2)=[N+](C)C)C.[B-](F)(F)(F)F.CN1CCOCC1.[CH:41]1([C@H:44](NC)[CH2:45][N:46]2[CH2:49][CH:48]([OH:50])[CH2:47]2)[CH2:43][CH2:42]1, predict the reaction product. The product is: [CH:41]1([C:44]2([CH:9]=[CH:10][C:2]([F:1])=[C:3]([CH3:11])[CH:45]2[N:46]2[CH2:47][CH:48]([OH:50])[CH2:49]2)[C:15]([NH:13][CH3:12])=[O:19])[CH2:42][CH2:43]1. (5) Given the reactants [Cl:1][C:2]1[CH:3]=[C:4]([CH:29]=[CH:30][CH:31]=1)[CH2:5][N:6]1[C:10]2[CH:11]=[CH:12][C:13]3[N:14]([C:15]([CH3:18])=[N:16][N:17]=3)[C:9]=2[CH:8]=[C:7]1[C:19]1[CH:23]=[CH:22][N:21]([CH2:24][CH2:25][C:26]([OH:28])=O)[N:20]=1.[CH:32]([N:35](CC)[CH:36](C)C)(C)C.F[P-](F)(F)(F)(F)F.C[N+](C)=C(N(C)C)ON1C2N=CC=CC=2N=N1.CNC.C1COCC1, predict the reaction product. The product is: [Cl:1][C:2]1[CH:3]=[C:4]([CH:29]=[CH:30][CH:31]=1)[CH2:5][N:6]1[C:10]2[CH:11]=[CH:12][C:13]3[N:14]([C:15]([CH3:18])=[N:16][N:17]=3)[C:9]=2[CH:8]=[C:7]1[C:19]1[CH:23]=[CH:22][N:21]([CH2:24][CH2:25][C:26]([N:35]([CH3:36])[CH3:32])=[O:28])[N:20]=1. (6) The product is: [NH:21]1[C:22]2[C:27](=[CH:26][CH:25]=[CH:24][CH:23]=2)[C:19](/[CH:18]=[CH:17]/[C:14]2[CH:15]=[CH:16][C:11]([N:8]3[CH2:7][CH2:6][N:5]([S:2]([CH3:1])(=[O:4])=[O:3])[CH2:10][CH2:9]3)=[CH:12][C:13]=2[NH2:28])=[N:20]1. Given the reactants [CH3:1][S:2]([N:5]1[CH2:10][CH2:9][N:8]([C:11]2[CH:16]=[CH:15][C:14](/[CH:17]=[CH:18]/[C:19]3[C:27]4[C:22](=[CH:23][CH:24]=[CH:25][CH:26]=4)[NH:21][N:20]=3)=[C:13]([N+:28]([O-])=O)[CH:12]=2)[CH2:7][CH2:6]1)(=[O:4])=[O:3].[Sn].Cl.[OH-].[Na+], predict the reaction product. (7) Given the reactants [N:1]([CH2:4][C:5]1[CH:6]=[C:7]2[C:11](=[CH:12][CH:13]=1)[N:10]([C:14]([O:16][C:17]([CH3:20])([CH3:19])[CH3:18])=[O:15])[N:9]=[C:8]2[C:21]1[CH:26]=[CH:25][CH:24]=[C:23]([F:27])[CH:22]=1)=[N+]=[N-], predict the reaction product. The product is: [NH2:1][CH2:4][C:5]1[CH:6]=[C:7]2[C:11](=[CH:12][CH:13]=1)[N:10]([C:14]([O:16][C:17]([CH3:20])([CH3:19])[CH3:18])=[O:15])[N:9]=[C:8]2[C:21]1[CH:26]=[CH:25][CH:24]=[C:23]([F:27])[CH:22]=1.